Dataset: Full USPTO retrosynthesis dataset with 1.9M reactions from patents (1976-2016). Task: Predict the reactants needed to synthesize the given product. (1) The reactants are: [C:1]([CH:5]1[CH2:10][CH2:9][CH:8]([C:11]2[CH:12]=[C:13]([NH:17][C:18](=[O:29])[CH2:19][C:20]3[CH:25]=[CH:24][C:23]([OH:26])=[C:22]([O:27][CH3:28])[CH:21]=3)[CH:14]=[CH:15][CH:16]=2)[CH2:7][CH2:6]1)([CH3:4])([CH3:3])[CH3:2].[Br:30][CH2:31][CH2:32]Br.[OH-].[K+].[OH-].C([N+](CCCC)(CCCC)CCCC)CCC. Given the product [Br:30][CH2:31][CH2:32][O:26][C:23]1[CH:24]=[CH:25][C:20]([CH2:19][C:18]([NH:17][C:13]2[CH:14]=[CH:15][CH:16]=[C:11]([CH:8]3[CH2:9][CH2:10][CH:5]([C:1]([CH3:4])([CH3:2])[CH3:3])[CH2:6][CH2:7]3)[CH:12]=2)=[O:29])=[CH:21][C:22]=1[O:27][CH3:28], predict the reactants needed to synthesize it. (2) The reactants are: [CH2:1]([C:5]1[CH:10]=[CH:9][C:8]([N:11]=[N:12][C:13]2[C:19]([CH3:20])=[CH:18][C:16]([NH2:17])=[C:15]([O:21][CH2:22][CH:23]([CH2:28][CH3:29])[CH2:24][CH2:25][CH2:26][CH3:27])[CH:14]=2)=[CH:7][CH:6]=1)[CH2:2][CH2:3][CH3:4].N(OS(=O)(=O)O)=O.S(=O)(=O)(O)O.[CH2:42]([CH:44]([CH2:62][CH2:63][CH2:64][CH3:65])[CH2:45][N:46]([CH2:54][CH:55]([CH2:60][CH3:61])[CH2:56][CH2:57][CH2:58][CH3:59])[C:47]1[CH:52]=[CH:51][CH:50]=[C:49]([CH3:53])[CH:48]=1)[CH3:43].S(=O)(=O)(O)[NH2:67]. Given the product [CH2:1]([C:5]1[CH:10]=[CH:9][C:8](/[N:11]=[N:12]/[C:13]2[C:19]([CH3:20])=[CH:18][C:16](/[N:17]=[N:67]/[C:50]3[CH:51]=[CH:52][C:47]([N:46]([CH2:45][CH:44]([CH2:42][CH3:43])[CH2:62][CH2:63][CH2:64][CH3:65])[CH2:54][CH:55]([CH2:60][CH3:61])[CH2:56][CH2:57][CH2:58][CH3:59])=[CH:48][C:49]=3[CH3:53])=[C:15]([O:21][CH2:22][CH:23]([CH2:28][CH3:29])[CH2:24][CH2:25][CH2:26][CH3:27])[CH:14]=2)=[CH:7][CH:6]=1)[CH2:2][CH2:3][CH3:4], predict the reactants needed to synthesize it.